From a dataset of Peptide-MHC class I binding affinity with 185,985 pairs from IEDB/IMGT. Regression. Given a peptide amino acid sequence and an MHC pseudo amino acid sequence, predict their binding affinity value. This is MHC class I binding data. The binding affinity (normalized) is 0.657. The MHC is HLA-B08:01 with pseudo-sequence HLA-B08:01. The peptide sequence is LLKDRNELF.